This data is from Forward reaction prediction with 1.9M reactions from USPTO patents (1976-2016). The task is: Predict the product of the given reaction. Given the reactants [NH3:1].C[O:3][C:4]([C:6]1[N:7]([CH3:12])[CH:8]=[C:9]([Br:11])[N:10]=1)=O, predict the reaction product. The product is: [Br:11][C:9]1[N:10]=[C:6]([C:4]([NH2:1])=[O:3])[N:7]([CH3:12])[CH:8]=1.